Predict which catalyst facilitates the given reaction. From a dataset of Catalyst prediction with 721,799 reactions and 888 catalyst types from USPTO. (1) Reactant: C[O:2][C:3]1[CH:4]=[CH:5][C:6]2[C:10]([O:11][C:12]3[CH:13]=[CH:14][C:15](/[CH:18]=[CH:19]/[C:20]([O:22][CH3:23])=[O:21])=[N:16][CH:17]=3)=[C:9]([C:24]3[CH:29]=[CH:28][C:27]([O:30]C)=[CH:26][CH:25]=3)[S:8][C:7]=2[CH:32]=1.B(Br)(Br)Br. Product: [OH:2][C:3]1[CH:4]=[CH:5][C:6]2[C:10]([O:11][C:12]3[CH:13]=[CH:14][C:15](/[CH:18]=[CH:19]/[C:20]([O:22][CH3:23])=[O:21])=[N:16][CH:17]=3)=[C:9]([C:24]3[CH:25]=[CH:26][C:27]([OH:30])=[CH:28][CH:29]=3)[S:8][C:7]=2[CH:32]=1. The catalyst class is: 2. (2) Reactant: C[O:2][C:3](=O)[C:4]1[CH:9]=[C:8]([C:10]#[N:11])[CH:7]=[CH:6][C:5]=1[CH2:12][N:13]([CH2:22][C:23]1[C:28]([Cl:29])=[CH:27][CH:26]=[CH:25][N:24]=1)[CH2:14][C:15]1[C:20]([CH3:21])=[CH:19][CH:18]=[CH:17][N:16]=1.[Li+].[BH4-]. Product: [Cl:29][C:28]1[C:23]([CH2:22][N:13]([CH2:12][C:5]2[CH:6]=[CH:7][C:8]([C:10]#[N:11])=[CH:9][C:4]=2[CH2:3][OH:2])[CH2:14][C:15]2[C:20]([CH3:21])=[CH:19][CH:18]=[CH:17][N:16]=2)=[N:24][CH:25]=[CH:26][CH:27]=1. The catalyst class is: 5. (3) Reactant: C[O:2][C:3]1[C:8]([C:9]2[C:14]([CH3:15])=[CH:13][CH:12]=[C:11]([NH:16][C:17]([C:19]3([C:22]4[CH:27]=[CH:26][C:25]([O:28][CH3:29])=[CH:24][CH:23]=4)[CH2:21][CH2:20]3)=[O:18])[N:10]=2)=[CH:7][CH:6]=[CH:5][N:4]=1.Cl. Product: [CH3:29][O:28][C:25]1[CH:26]=[CH:27][C:22]([C:19]2([C:17]([NH:16][C:11]3[CH:12]=[CH:13][C:14]([CH3:15])=[C:9]([C:8]4[C:3](=[O:2])[NH:4][CH:5]=[CH:6][CH:7]=4)[N:10]=3)=[O:18])[CH2:20][CH2:21]2)=[CH:23][CH:24]=1. The catalyst class is: 12. (4) Reactant: [F:1][C:2]1[CH:11]=[CH:10][C:9]([CH3:12])=[CH:8][C:3]=1[C:4]([O:6][CH3:7])=[O:5].C1C(=O)N([Br:20])C(=O)C1.CC(N=NC(C#N)(C)C)(C#N)C. Product: [Br:20][CH2:12][C:9]1[CH:10]=[CH:11][C:2]([F:1])=[C:3]([CH:8]=1)[C:4]([O:6][CH3:7])=[O:5]. The catalyst class is: 53. (5) The catalyst class is: 242. Reactant: [F:1][C:2]1[CH:7]=[C:6]([CH3:8])[CH:5]=[CH:4][C:3]=1[C:9](=O)[CH2:10][C:11]1[CH:16]=[CH:15][CH:14]=[CH:13][CH:12]=1.[Li+].C[Si]([N-][Si](C)(C)C)(C)C.[N:28]1([C:37](=O)[CH2:38][CH2:39][S:40][CH3:41])C2C=CC=CC=2N=[N:29]1.O.NN. Product: [F:1][C:2]1[CH:7]=[C:6]([CH3:8])[CH:5]=[CH:4][C:3]=1[C:9]1[C:10]([C:11]2[CH:16]=[CH:15][CH:14]=[CH:13][CH:12]=2)=[C:37]([CH2:38][CH2:39][S:40][CH3:41])[NH:28][N:29]=1.